Dataset: Full USPTO retrosynthesis dataset with 1.9M reactions from patents (1976-2016). Task: Predict the reactants needed to synthesize the given product. (1) Given the product [NH2:27][CH2:26][CH:25]([NH:24][C:1](=[O:23])[CH2:2][CH2:3]/[CH:4]=[CH:5]\[CH2:6]/[CH:7]=[CH:8]\[CH2:9]/[CH:10]=[CH:11]\[CH2:12]/[CH:13]=[CH:14]\[CH2:15]/[CH:16]=[CH:17]\[CH2:18]/[CH:19]=[CH:20]\[CH2:21][CH3:22])[CH3:35], predict the reactants needed to synthesize it. The reactants are: [C:1]([NH:24][CH:25]([CH3:35])[CH2:26][NH:27]C(=O)OC(C)(C)C)(=[O:23])[CH2:2][CH2:3]/[CH:4]=[CH:5]\[CH2:6]/[CH:7]=[CH:8]\[CH2:9]/[CH:10]=[CH:11]\[CH2:12]/[CH:13]=[CH:14]\[CH2:15]/[CH:16]=[CH:17]\[CH2:18]/[CH:19]=[CH:20]\[CH2:21][CH3:22].C(O)(C(F)(F)F)=O.C([O-])([O-])=O.[Na+].[Na+]. (2) Given the product [C@H:6]1([CH2:24][CH2:25][P:26](=[O:27])([O-:29])[O-:28])[O:7][C@H:8]([CH2:19][OH:20])[C@H:9]([OH:15])[C@H:10]([OH:11])[C@H:5]1[OH:4].[CH2:30]([NH+:32]([CH2:35][CH3:36])[CH2:33][CH3:34])[CH3:31].[CH2:37]([NH+:39]([CH2:42][CH3:43])[CH2:40][CH3:41])[CH3:38], predict the reactants needed to synthesize it. The reactants are: C([O:4][C@@H:5]1[C@@H:10]([O:11]C(=O)C)[C@@H:9]([O:15]C(=O)C)[C@@H:8]([CH2:19][O:20]C(=O)C)[O:7][C@@H:6]1[CH2:24][CH2:25][P:26](=[O:29])([O-:28])[O-:27])(=O)C.[CH2:30]([NH+:32]([CH2:35][CH3:36])[CH2:33][CH3:34])[CH3:31].[CH2:37]([NH+:39]([CH2:42][CH3:43])[CH2:40][CH3:41])[CH3:38]. (3) Given the product [ClH:1].[NH2:2][C:3]1[N:8]=[CH:7][C:6](/[CH:9]=[CH:10]/[C:11]([N:34]([CH2:33][C:32]2[CH:35]=[CH:36][CH:37]=[C:29]([CH3:30])[C:31]=2[O:51][CH2:43][CH3:42])[CH3:28])=[O:13])=[CH:5][C:4]=1[CH2:14][N:15]1[CH2:20][CH2:19][N:18]([CH3:21])[CH2:17][CH2:16]1, predict the reactants needed to synthesize it. The reactants are: [ClH:1].[NH2:2][C:3]1[N:8]=[CH:7][C:6](/[CH:9]=[CH:10]/[C:11]([OH:13])=O)=[CH:5][C:4]=1[CH2:14][N:15]1[CH2:20][CH2:19][N:18]([CH3:21])[CH2:17][CH2:16]1.Cl.CN1[CH2:30][C:29]2[CH:31]=[C:32](/[CH:35]=[CH:36]/[C:37](O)=O)[CH:33]=[N:34][C:28]=2NC(=O)C1.C[C:42]1[C:43]([O:51]CC)=C(C=CC=1)CCN.CNCC1C=CC2C(=CC=CC=2)C=1CCC. (4) Given the product [C:45]([O:44][C:43]([NH:42][C@H:40]([CH3:41])[C:39]([O:19][CH2:18][CH2:17][CH2:16][NH:15][C:6]1[C:7]2[N:8]([CH:12]=[CH:13][N:14]=2)[C:9]2[C:4]([N:5]=1)=[CH:3][C:2]([F:1])=[CH:11][CH:10]=2)=[O:38])=[O:49])([CH3:48])([CH3:47])[CH3:46], predict the reactants needed to synthesize it. The reactants are: [F:1][C:2]1[CH:3]=[C:4]2[C:9](=[CH:10][CH:11]=1)[N:8]1[CH:12]=[CH:13][N:14]=[C:7]1[C:6]([NH:15][CH2:16][CH2:17][CH2:18][OH:19])=[N:5]2.N12CCCN=C1CCCCC2.O=C1CCC(=O)N1[O:38][C:39](=O)[C@H:40]([NH:42][C:43](=[O:49])[O:44][C:45]([CH3:48])([CH3:47])[CH3:46])[CH3:41].